This data is from Forward reaction prediction with 1.9M reactions from USPTO patents (1976-2016). The task is: Predict the product of the given reaction. (1) The product is: [CH3:1][S:2]([O-:5])(=[O:4])=[O:3].[CH:6]([N+:8]1[CH:12]=[CH:11][NH:10][CH:9]=1)=[CH2:7]. Given the reactants [CH3:1][S:2]([OH:5])(=[O:4])=[O:3].[CH:6]([N:8]1[CH:12]=[CH:11][N:10]=[CH:9]1)=[CH2:7].C(=O)=O, predict the reaction product. (2) Given the reactants [Cl:1][C:2]1[CH:7]=[CH:6][C:5]([C:8]([C:11]2[CH:16]=[CH:15][C:14]([CH3:17])=[CH:13][CH:12]=2)(Cl)Cl)=[CH:4][CH:3]=1.[F:18][C:19]1[CH:24]=[CH:23][C:22]([C:25]2[CH2:26][CH2:27][N:28]([S:31]([C:34]3[CH:35]=[C:36]([OH:41])[C:37]([OH:40])=[CH:38][CH:39]=3)(=[O:33])=[O:32])[CH2:29][CH:30]=2)=[CH:21][CH:20]=1, predict the reaction product. The product is: [Cl:1][C:2]1[CH:7]=[CH:6][C:5]([C:8]2([C:11]3[CH:16]=[CH:15][C:14]([CH3:17])=[CH:13][CH:12]=3)[O:40][C:37]3[CH:38]=[CH:39][C:34]([S:31]([N:28]4[CH2:27][CH:26]=[C:25]([C:22]5[CH:21]=[CH:20][C:19]([F:18])=[CH:24][CH:23]=5)[CH2:30][CH2:29]4)(=[O:33])=[O:32])=[CH:35][C:36]=3[O:41]2)=[CH:4][CH:3]=1.